This data is from Full USPTO retrosynthesis dataset with 1.9M reactions from patents (1976-2016). The task is: Predict the reactants needed to synthesize the given product. (1) Given the product [CH:10]([C:9]1[CH:12]=[CH:13][C:14]([O:16][CH2:17][C:18]2[C:19]([CH3:30])=[C:20]([C:24]3[CH:29]=[CH:28][CH:27]=[CH:26][CH:25]=3)[CH:21]=[CH:22][CH:23]=2)=[CH:15][C:8]=1[O:7][CH2:32][C:33]1[CH:34]=[N:35][CH:36]=[C:37]([C:40]=1[CH3:41])[C:38]#[N:39])=[O:11], predict the reactants needed to synthesize it. The reactants are: C(=O)([O-])[O-].[Cs+].[Cs+].[OH:7][C:8]1[CH:15]=[C:14]([O:16][CH2:17][C:18]2[C:19]([CH3:30])=[C:20]([C:24]3[CH:29]=[CH:28][CH:27]=[CH:26][CH:25]=3)[CH:21]=[CH:22][CH:23]=2)[CH:13]=[CH:12][C:9]=1[CH:10]=[O:11].Cl[CH2:32][C:33]1[CH:34]=[N:35][CH:36]=[C:37]([C:40]=1[CH3:41])[C:38]#[N:39].Cl. (2) Given the product [NH2:15][C:14]1[C:9]([NH:8][C:4]2[CH:5]=[CH:6][CH:7]=[C:2]([Cl:1])[CH:3]=2)=[N:10][CH:11]=[CH:12][CH:13]=1, predict the reactants needed to synthesize it. The reactants are: [Cl:1][C:2]1[CH:3]=[C:4]([NH:8][C:9]2[C:14]([N+:15]([O-])=O)=[CH:13][CH:12]=[CH:11][N:10]=2)[CH:5]=[CH:6][CH:7]=1.Cl.C(=O)(O)[O-].[Na+]. (3) Given the product [C:18]([O:22][C:23](=[O:40])[NH:24][C:25]1[CH:26]=[CH:27][C:28]([C:9]2[NH:8][C:5]3=[N:6][CH:7]=[C:2]([Cl:1])[CH:3]=[C:4]3[C:10]=2[C:11]2[CH:12]=[N:13][CH:14]=[N:15][CH:16]=2)=[CH:29][CH:30]=1)([CH3:21])([CH3:19])[CH3:20], predict the reactants needed to synthesize it. The reactants are: [Cl:1][C:2]1[CH:3]=[C:4]2[C:10]([C:11]3[CH:12]=[N:13][CH:14]=[N:15][CH:16]=3)=[C:9](I)[NH:8][C:5]2=[N:6][CH:7]=1.[C:18]([O:22][C:23](=[O:40])[NH:24][C:25]1[CH:30]=[CH:29][C:28](B2OC(C)(C)C(C)(C)O2)=[CH:27][CH:26]=1)([CH3:21])([CH3:20])[CH3:19].C(=O)([O-])[O-].[K+].[K+].O. (4) Given the product [N:1]1[CH:6]=[CH:5][C:4]([C@@H:7]2[O:8][CH:12]=[N:11][C@H:13]2[C:14]([N:16]2[CH2:20][CH2:19][CH2:18][CH2:17]2)=[O:15])=[CH:3][CH:2]=1, predict the reactants needed to synthesize it. The reactants are: [N:1]1[CH:6]=[CH:5][C:4]([CH:7]=[O:8])=[CH:3][CH:2]=1.[OH-].[K+].[N+:11]([CH2:13][C:14]([N:16]1[CH2:20][CH2:19][CH2:18][CH2:17]1)=[O:15])#[C-:12]. (5) Given the product [C:13]([O:12][C:10]([N:9]([CH2:17][C:18]([O:20][C:21]([CH3:24])([CH3:23])[CH3:22])=[O:19])[C:7]1[CH:6]=[CH:5][CH:4]=[C:3]([CH:2]([S:30]([C:27]2[CH:28]=[CH:29][S:25][CH:26]=2)(=[O:32])=[O:31])[NH2:1])[N:8]=1)=[O:11])([CH3:16])([CH3:15])[CH3:14], predict the reactants needed to synthesize it. The reactants are: [NH2:1][CH2:2][C:3]1[N:8]=[C:7]([N:9]([CH2:17][C:18]([O:20][C:21]([CH3:24])([CH3:23])[CH3:22])=[O:19])[C:10]([O:12][C:13]([CH3:16])([CH3:15])[CH3:14])=[O:11])[CH:6]=[CH:5][CH:4]=1.[S:25]1[CH:29]=[CH:28][C:27]([S:30](Cl)(=[O:32])=[O:31])=[CH:26]1. (6) Given the product [CH3:1][O:2][C:3]1[CH:4]=[C:5]2[C:9](=[CH:10][CH:11]=1)[NH:8][C:7]([C:12]([N:18]1[CH2:19][CH2:20][CH2:21][C@H:16]([CH3:15])[CH2:17]1)=[O:14])=[CH:6]2, predict the reactants needed to synthesize it. The reactants are: [CH3:1][O:2][C:3]1[CH:4]=[C:5]2[C:9](=[CH:10][CH:11]=1)[NH:8][C:7]([C:12]([OH:14])=O)=[CH:6]2.[CH3:15][C@H:16]1[CH2:21][CH2:20][CH2:19][NH:18][CH2:17]1.Cl.C(N=C=NCCCN(C)C)C.O. (7) The reactants are: [NH2:1][C:2]1[C:7]([N+:8]([O-:10])=[O:9])=[CH:6][CH:5]=[CH:4][C:3]=1[OH:11].[CH2:12](C(CC)(CC)C([O-])([O-])[O-])[CH3:13]. Given the product [CH3:12][C:13]1[O:11][C:3]2[CH:4]=[CH:5][CH:6]=[C:7]([N+:8]([O-:10])=[O:9])[C:2]=2[N:1]=1, predict the reactants needed to synthesize it. (8) Given the product [CH3:13][O:14][C:15]1[CH:16]=[CH:17][C:18]([CH2:19][N:20]([C:34]2[S:35][CH:36]=[CH:37][N:38]=2)[S:21]([C:24]2[CH:25]=[CH:26][C:27]3[N:32]([C:2]4[CH:7]=[CH:6][CH:5]=[CH:4][C:3]=4[O:8][CH2:9][CH2:10][O:11][CH3:12])[CH2:31][CH2:30][O:29][C:28]=3[CH:33]=2)(=[O:23])=[O:22])=[CH:39][CH:40]=1, predict the reactants needed to synthesize it. The reactants are: Br[C:2]1[CH:7]=[CH:6][CH:5]=[CH:4][C:3]=1[O:8][CH2:9][CH2:10][O:11][CH3:12].[CH3:13][O:14][C:15]1[CH:40]=[CH:39][C:18]([CH2:19][N:20]([C:34]2[S:35][CH:36]=[CH:37][N:38]=2)[S:21]([C:24]2[CH:25]=[CH:26][C:27]3[NH:32][CH2:31][CH2:30][O:29][C:28]=3[CH:33]=2)(=[O:23])=[O:22])=[CH:17][CH:16]=1.CC1(C)C2C(=C(P(C3C=CC=CC=3)C3C=CC=CC=3)C=CC=2)OC2C(P(C3C=CC=CC=3)C3C=CC=CC=3)=CC=CC1=2.CC(C)([O-])C.[Na+].